This data is from Full USPTO retrosynthesis dataset with 1.9M reactions from patents (1976-2016). The task is: Predict the reactants needed to synthesize the given product. (1) Given the product [Br:1][C:2]1[CH:3]=[C:4]([C:8]2[C:16]3[C:11](=[N:12][C:13]([CH3:33])=[CH:14][C:15]=3[NH:17][S:18]([C:21]3[CH:26]=[CH:25][CH:24]=[C:23]([Cl:27])[CH:22]=3)(=[O:19])=[O:20])[S:10][CH:9]=2)[CH:5]=[CH:6][CH:7]=1, predict the reactants needed to synthesize it. The reactants are: [Br:1][C:2]1[CH:3]=[C:4]([C:8]2[C:16]3[C:11](=[N:12][C:13]([CH3:33])=[C:14](C(OCC)=O)[C:15]=3[NH:17][S:18]([C:21]3[CH:26]=[CH:25][CH:24]=[C:23]([Cl:27])[CH:22]=3)(=[O:20])=[O:19])[S:10][CH:9]=2)[CH:5]=[CH:6][CH:7]=1.[OH-].[Na+].C(O)=O.C1(OC2C=CC=CC=2)C=CC=CC=1. (2) Given the product [C:14]([N:9]1[CH2:10][CH2:11][NH:12][CH:7]([C:1]2[CH:2]=[CH:3][CH:4]=[CH:5][CH:6]=2)[CH2:8]1)([O:16][C:17]([CH3:20])([CH3:19])[CH3:18])=[O:13], predict the reactants needed to synthesize it. The reactants are: [C:1]1([CH:7]2[NH:12][CH2:11][CH2:10][NH:9][CH2:8]2)[CH:6]=[CH:5][CH:4]=[CH:3][CH:2]=1.[O:13](C(OC(C)(C)C)=O)[C:14]([O:16][C:17]([CH3:20])([CH3:19])[CH3:18])=O. (3) Given the product [NH2:14][C:12]1[N:13]=[C:8]([C:4]2[CH:3]=[C:2]([NH:1][C:22](=[O:23])/[CH:21]=[CH:20]/[CH2:19][N:18]([CH3:25])[CH3:17])[CH:7]=[CH:6][CH:5]=2)[CH:9]=[C:10]([NH:15][CH3:16])[N:11]=1, predict the reactants needed to synthesize it. The reactants are: [NH2:1][C:2]1[CH:3]=[C:4]([C:8]2[N:13]=[C:12]([NH2:14])[N:11]=[C:10]([NH:15][CH3:16])[CH:9]=2)[CH:5]=[CH:6][CH:7]=1.[CH3:17][N:18]([CH3:25])[CH2:19]/[CH:20]=[CH:21]/[C:22](O)=[O:23].Cl.C(N(CC)CC)C. (4) Given the product [Cl:16][C:17]1[N:26]=[C:25]([N:6]2[CH2:7][CH2:8][CH2:9][C@@H:4]([NH2:3])[CH2:5]2)[C:24]2[C:19](=[CH:20][C:21]([O:30][CH3:31])=[C:22]([O:28][CH3:29])[CH:23]=2)[N:18]=1, predict the reactants needed to synthesize it. The reactants are: Cl.Cl.[NH2:3][C@@H:4]1[CH2:9][CH2:8][CH2:7][NH:6][CH2:5]1.CN(C(C)C)C.[Cl:16][C:17]1[N:26]=[C:25](Cl)[C:24]2[C:19](=[CH:20][C:21]([O:30][CH3:31])=[C:22]([O:28][CH3:29])[CH:23]=2)[N:18]=1. (5) Given the product [CH3:1][N:2]1[CH2:7][CH2:6][CH:5]([N:8]2[C:16]3[C:11](=[CH:12][C:13]([NH:17][C:21]([C:23]4[S:24][CH:25]=[CH:26][CH:27]=4)=[NH:22])=[CH:14][CH:15]=3)[CH:10]=[CH:9]2)[CH2:4][CH2:3]1, predict the reactants needed to synthesize it. The reactants are: [CH3:1][N:2]1[CH2:7][CH2:6][CH:5]([N:8]2[C:16]3[C:11](=[CH:12][C:13]([NH2:17])=[CH:14][CH:15]=3)[CH:10]=[CH:9]2)[CH2:4][CH2:3]1.I.CS[C:21]([C:23]1[S:24][CH:25]=[CH:26][CH:27]=1)=[NH:22]. (6) Given the product [Br:1][C:2]1[CH:3]=[CH:4][C:5]([OH:10])=[C:6]([CH:7]([O:15][CH3:14])[O:8][CH3:19])[CH:9]=1, predict the reactants needed to synthesize it. The reactants are: [Br:1][C:2]1[CH:3]=[CH:4][C:5]([OH:10])=[C:6]([CH:9]=1)[CH:7]=[O:8].[BH4-].[Na+].C[CH2:14][O:15]C(C)=O.[CH3:19]O. (7) Given the product [Na+:52].[F:48][C:45]([F:46])([F:47])[C:43]1[CH:42]=[C:5]([CH:4]=[C:3]([C:2]([F:1])([F:49])[F:50])[CH:44]=1)[CH2:6][N:7]([CH2:20][C:21]1[CH:26]=[C:25]([C:27]([F:29])([F:30])[F:28])[CH:24]=[CH:23][C:22]=1[N:31]([CH2:40][CH3:41])[C:32]1[O:33][CH2:34][C@@H:35]([C:37]([O-:39])=[O:38])[N:36]=1)[C:8]1[N:13]=[CH:12][C:11]([N:14]2[CH2:15][CH2:16][O:17][CH2:18][CH2:19]2)=[CH:10][N:9]=1, predict the reactants needed to synthesize it. The reactants are: [F:1][C:2]([F:50])([F:49])[C:3]1[CH:4]=[C:5]([CH:42]=[C:43]([C:45]([F:48])([F:47])[F:46])[CH:44]=1)[CH2:6][N:7]([CH2:20][C:21]1[CH:26]=[C:25]([C:27]([F:30])([F:29])[F:28])[CH:24]=[CH:23][C:22]=1[N:31]([CH2:40][CH3:41])[C:32]1[O:33][CH2:34][C@@H:35]([C:37]([OH:39])=[O:38])[N:36]=1)[C:8]1[N:13]=[CH:12][C:11]([N:14]2[CH2:19][CH2:18][O:17][CH2:16][CH2:15]2)=[CH:10][N:9]=1.[OH-].[Na+:52]. (8) The reactants are: C[O:2][C:3](=O)[C:4]([C:6]1[C:16]2=[C:17]3[C:12](=[CH:13][CH:14]=[CH:15]2)[CH2:11][CH:10]([CH2:18][OH:19])[CH2:9][N:8]3[CH:7]=1)=O.[Br:21][C:22]1[CH:30]=[C:29]2[C:25]([C:26]([CH2:31][C:32]([NH2:34])=[O:33])=[CH:27][NH:28]2)=[CH:24][CH:23]=1. Given the product [Br:21][C:22]1[CH:30]=[C:29]2[C:25]([C:26]([CH:31]3[CH:4]([C:6]4[C:16]5=[C:17]6[C:12](=[CH:13][CH:14]=[CH:15]5)[CH2:11][CH:10]([CH2:18][OH:19])[CH2:9][N:8]6[CH:7]=4)[C:3](=[O:2])[NH:34][C:32]3=[O:33])=[CH:27][NH:28]2)=[CH:24][CH:23]=1, predict the reactants needed to synthesize it. (9) Given the product [Br:1][C:2]1[C:3]([NH2:10])=[CH:4][C:5]([CH3:9])=[N:6][CH:7]=1, predict the reactants needed to synthesize it. The reactants are: [Br:1][C:2]1[C:3]([N+:10]([O-])=O)=[CH:4][C:5]([CH3:9])=[N+:6]([O-])[CH:7]=1.O.O.[Sn](Cl)(Cl)(Cl)Cl.C(=O)([O-])[O-].[Na+].[Na+]. (10) Given the product [CH3:29][Si:26]([CH3:27])([CH3:28])[C:24]1[CH:23]=[C:5]([CH:4]=[C:3]([Si:2]([CH3:31])([CH3:30])[CH3:1])[CH:25]=1)[C:6]([NH:8][C:9]1[CH:21]=[CH:20][C:12]([CH:13]=[CH:14][C:15]([OH:17])=[O:16])=[C:11]([F:22])[CH:10]=1)=[O:7], predict the reactants needed to synthesize it. The reactants are: [CH3:1][Si:2]([CH3:31])([CH3:30])[C:3]1[CH:4]=[C:5]([CH:23]=[C:24]([Si:26]([CH3:29])([CH3:28])[CH3:27])[CH:25]=1)[C:6]([NH:8][C:9]1[CH:21]=[CH:20][C:12]([CH:13]=[CH:14][C:15]([O:17]CC)=[O:16])=[C:11]([F:22])[CH:10]=1)=[O:7].[OH-].[Na+].Cl.